This data is from Reaction yield outcomes from USPTO patents with 853,638 reactions. The task is: Predict the reaction yield, written as a fraction of the theoretical maximum amount of product (1.0 means a 100% yield; for example, 0.34 means a 34% yield). (1) The reactants are [CH2:1]([O:3][C:4](=[O:15])[C@H:5]([OH:14])[CH2:6][CH2:7][C:8]1[CH:13]=[CH:12][CH:11]=[CH:10][CH:9]=1)[CH3:2].[H-].[Na+].[CH3:18]I. The catalyst is CN(C=O)C.[NH4+].[Cl-]. The product is [CH2:1]([O:3][C:4](=[O:15])[C@H:5]([O:14][CH3:18])[CH2:6][CH2:7][C:8]1[CH:13]=[CH:12][CH:11]=[CH:10][CH:9]=1)[CH3:2]. The yield is 0.900. (2) The reactants are [I:1][C:2]1[CH:3]=[C:4]2[C:8](=[CH:9][CH:10]=1)[NH:7][C:6](=[O:11])[C:5]2=O.C(O)(C(F)(F)F)=O.[CH2:20]([C@H:27]([O:38][C:39]1[CH:55]=[CH:54][C:42]([C:43]([NH:45][NH:46]C(OC(C)(C)C)=O)=[O:44])=[CH:41][CH:40]=1)[C:28]([O:30][CH2:31][C:32]1[CH:37]=[CH:36][CH:35]=[CH:34][CH:33]=1)=[O:29])[C:21]1[CH:26]=[CH:25][CH:24]=[CH:23][CH:22]=1. The catalyst is C(O)(=O)C. The product is [I:1][C:2]1[CH:3]=[C:4]2[C:8](=[CH:9][CH:10]=1)[NH:7][C:6](=[O:11])[C:5]2=[N:46][NH:45][C:43]([C:42]1[CH:54]=[CH:55][C:39]([O:38][C@@H:27]([CH2:20][C:21]2[CH:22]=[CH:23][CH:24]=[CH:25][CH:26]=2)[C:28]([O:30][CH2:31][C:32]2[CH:37]=[CH:36][CH:35]=[CH:34][CH:33]=2)=[O:29])=[CH:40][CH:41]=1)=[O:44]. The yield is 0.760.